This data is from Full USPTO retrosynthesis dataset with 1.9M reactions from patents (1976-2016). The task is: Predict the reactants needed to synthesize the given product. Given the product [N:27]1([CH2:21][CH2:20][CH2:19][C:18]#[C:17][C:15]2[CH:14]=[CH:13][C:12]3[C:8]([C:5]4[CH:6]=[CH:7][C:2]([Cl:1])=[CH:3][CH:4]=4)=[N:9][S:10][C:11]=3[CH:16]=2)[CH2:30][CH2:29][CH2:28]1, predict the reactants needed to synthesize it. The reactants are: [Cl:1][C:2]1[CH:7]=[CH:6][C:5]([C:8]2[C:12]3[CH:13]=[CH:14][C:15]([C:17]#[C:18][CH2:19][CH2:20][CH2:21]OS(C)(=O)=O)=[CH:16][C:11]=3[S:10][N:9]=2)=[CH:4][CH:3]=1.[NH:27]1[CH2:30][CH2:29][CH2:28]1.